Dataset: Reaction yield outcomes from USPTO patents with 853,638 reactions. Task: Predict the reaction yield, written as a fraction of the theoretical maximum amount of product (1.0 means a 100% yield; for example, 0.34 means a 34% yield). (1) The reactants are [C:1]([C:3]1[CH:4]=[C:5]([NH:9][C:10](=[O:33])[NH:11][C:12]2[CH:17]=[CH:16][C:15]([S:18]([NH:21][CH2:22][C:23]3[CH:28]=[CH:27][C:26]([S:29](=[O:32])(=[O:31])[NH2:30])=[CH:25][CH:24]=3)(=[O:20])=[O:19])=[CH:14][CH:13]=2)[CH:6]=[CH:7][CH:8]=1)#[N:2].[CH2:34]([N:38]1[CH2:43][CH2:42][NH:41][CH2:40][CH2:39]1)[CH2:35][CH2:36][CH3:37]. No catalyst specified. The yield is 0.210. The product is [CH2:34]([N:38]1[CH2:43][CH2:42][N:41]([C:1](=[NH:2])[C:3]2[CH:4]=[C:5]([NH:9][C:10](=[O:33])[NH:11][C:12]3[CH:17]=[CH:16][C:15]([S:18]([NH:21][CH2:22][C:23]4[CH:28]=[CH:27][C:26]([S:29](=[O:31])(=[O:32])[NH2:30])=[CH:25][CH:24]=4)(=[O:20])=[O:19])=[CH:14][CH:13]=3)[CH:6]=[CH:7][CH:8]=2)[CH2:40][CH2:39]1)[CH2:35][CH2:36][CH3:37]. (2) The catalyst is CN(C=O)C. The reactants are [C:1]([O:5][C:6](=[O:20])[NH:7][C:8]1[CH:13]=[CH:12][C:11]([CH2:14][CH2:15][CH3:16])=[C:10]([N+:17]([O-:19])=[O:18])[CH:9]=1)([CH3:4])([CH3:3])[CH3:2].[CH3:21]I. The yield is 0.520. The product is [C:1]([O:5][C:6](=[O:20])[N:7]([CH3:21])[C:8]1[CH:13]=[CH:12][C:11]([CH2:14][CH2:15][CH3:16])=[C:10]([N+:17]([O-:19])=[O:18])[CH:9]=1)([CH3:2])([CH3:3])[CH3:4]. (3) The reactants are [CH3:1][C:2]1[CH:7]=[CH:6][C:5]([C:8](=O)[CH2:9][C:10](=O)[C:11]([F:14])([F:13])[F:12])=[CH:4][C:3]=1[C:17]([F:20])([F:19])[F:18].[NH2:21][C:22]1[C:26]([C:27]2[CH:32]=[C:31]([CH3:33])[N:30]=[C:29]([CH3:34])[CH:28]=2)=[CH:25][NH:24][N:23]=1. No catalyst specified. The product is [CH3:1][C:2]1[CH:7]=[CH:6][C:5]([C:8]2[CH:9]=[C:10]([C:11]([F:14])([F:13])[F:12])[N:23]3[N:24]=[CH:25][C:26]([C:27]4[CH:32]=[C:31]([CH3:33])[N:30]=[C:29]([CH3:34])[CH:28]=4)=[C:22]3[N:21]=2)=[CH:4][C:3]=1[C:17]([F:20])([F:19])[F:18]. The yield is 0.510. (4) The product is [Br:25][C:12]1[CH:11]=[C:10]([O:14][C:15]2[CH:20]=[CH:19][C:18]([S:21]([CH3:24])(=[O:23])=[O:22])=[CH:17][CH:16]=2)[C:8]([NH2:9])=[C:7]([CH3:6])[CH:13]=1. The yield is 0.490. The reactants are CN(C)C=O.[CH3:6][C:7]1[CH:13]=[CH:12][CH:11]=[C:10]([O:14][C:15]2[CH:20]=[CH:19][C:18]([S:21]([CH3:24])(=[O:23])=[O:22])=[CH:17][CH:16]=2)[C:8]=1[NH2:9].[Br:25]N1C(=O)CCC1=O. The catalyst is C(OCC)(=O)C. (5) The reactants are C(N(CC)C(C)C)(C)C.[C:10]([O:14][C:15]([N:17]1[CH2:21][CH2:20][CH:19](C(O)=O)[CH2:18]1)=[O:16])([CH3:13])([CH3:12])[CH3:11].CN([C:28]([O:32]N1N=NC2C=CC=NC1=2)=[N+](C)C)C.F[P-](F)(F)(F)(F)F.[CH2:49]([O:51][C:52](=[O:63])[C:53]([NH2:62])([C:55]1[CH:60]=[CH:59][C:58]([Br:61])=[CH:57][CH:56]=1)[CH3:54])[CH3:50]. The catalyst is CN(C=O)C. The product is [C:10]([O:14][C:15]([N:17]1[CH2:18][CH2:19][CH2:20][CH:21]1[C:28](=[O:32])[NH:62][C:53]([C:55]1[CH:56]=[CH:57][C:58]([Br:61])=[CH:59][CH:60]=1)([C:52]([O:51][CH2:49][CH3:50])=[O:63])[CH3:54])=[O:16])([CH3:11])([CH3:12])[CH3:13]. The yield is 0.580.